The task is: Predict the product of the given reaction.. This data is from Forward reaction prediction with 1.9M reactions from USPTO patents (1976-2016). Given the reactants [C:1]([C:4]1[S:8][C:7]([C:9]([NH:11][CH2:12][C:13]2[CH:18]=[CH:17][CH:16]=[C:15]([O:19][CH3:20])[CH:14]=2)=[O:10])=[CH:6][CH:5]=1)(=[O:3])[CH3:2].CO[CH:23](OC)[N:24]([CH3:26])[CH3:25], predict the reaction product. The product is: [CH3:23][N:24]([CH3:26])/[CH:25]=[CH:2]/[C:1]([C:4]1[S:8][C:7]([C:9]([NH:11][CH2:12][C:13]2[CH:18]=[CH:17][CH:16]=[C:15]([O:19][CH3:20])[CH:14]=2)=[O:10])=[CH:6][CH:5]=1)=[O:3].